Dataset: Full USPTO retrosynthesis dataset with 1.9M reactions from patents (1976-2016). Task: Predict the reactants needed to synthesize the given product. (1) Given the product [CH:18]1([C:26]2[C:27]([OH:28])=[C:8]([C:9]([OH:16])=[O:12])[C:7]3[C:11](=[C:3]([C:2]([F:15])([F:14])[F:1])[CH:4]=[CH:5][CH:6]=3)[N:10]=2)[C:21]2[CH:22]=[CH:23][CH:24]=[CH:25][C:20]=2[CH2:19]1, predict the reactants needed to synthesize it. The reactants are: [F:1][C:2]([F:15])([F:14])[C:3]1[CH:4]=[CH:5][CH:6]=[C:7]2[C:11]=1[NH:10][C:9](=[O:12])[C:8]2=O.[OH-:16].[K+].[CH:18]1([C:26](=O)[CH2:27][OH:28])[C:21]2[CH:22]=[CH:23][CH:24]=[CH:25][C:20]=2[CH2:19]1. (2) Given the product [CH:1]1[C:11]2[C:10]3=[CH:12][C:13]4[CH:14]=[CH:15][C:16]([C:19]([OH:21])=[O:20])=[CH:17][C:18]=4[N:9]3[CH2:8][CH:7]=[CH:6][C:5]=2[CH:4]=[CH:3][CH:2]=1, predict the reactants needed to synthesize it. The reactants are: [CH:1]1[C:11]2[C:10]3=[CH:12][C:13]4[CH:14]=[CH:15][C:16]([C:19]([O:21]C)=[O:20])=[CH:17][C:18]=4[N:9]3[CH2:8][CH:7]=[CH:6][C:5]=2[CH:4]=[CH:3][CH:2]=1.[OH-].[Na+].Cl. (3) Given the product [O:20]=[C:21]1[CH2:30][CH:29]2[CH2:31][N:32]([CH2:33][C:34]([NH:1][C:2]3[CH:3]=[C:4]4[C:17](=[CH:18][CH:19]=3)[CH2:16][C:6]3([C:14]5[C:9](=[N:10][CH:11]=[CH:12][CH:13]=5)[NH:8][C:7]3=[O:15])[CH2:5]4)=[O:35])[C:27]3[C:28]2=[C:23]([CH:24]=[CH:25][CH:26]=3)[NH:22]1, predict the reactants needed to synthesize it. The reactants are: [NH2:1][C:2]1[CH:3]=[C:4]2[C:17](=[CH:18][CH:19]=1)[CH2:16][C:6]1([C:14]3[C:9](=[N:10][CH:11]=[CH:12][CH:13]=3)[NH:8][C:7]1=[O:15])[CH2:5]2.[O:20]=[C:21]1[CH2:30][CH:29]2[CH2:31][N:32]([CH2:33][C:34]([O-])=[O:35])[C:27]3[C:28]2=[C:23]([CH:24]=[CH:25][CH:26]=3)[NH:22]1.[Li+].C(Cl)CCl.C1C=CC2N(O)N=NC=2C=1.C(N(CC)C(C)C)(C)C. (4) Given the product [Cl:14][C:15]1[CH:21]=[C:20]([O:22][CH3:23])[C:19]([O:24][CH2:25][C:26]2[C:31]([O:32][CH3:33])=[CH:30][CH:29]=[C:28]([F:34])[C:27]=2[F:35])=[CH:18][C:16]=1[NH:17][C:2]1[C:7]([C:8]([O:10][CH2:11][CH3:12])=[O:9])=[C:6]([CH3:13])[N:5]=[CH:4][N:3]=1, predict the reactants needed to synthesize it. The reactants are: Cl[C:2]1[C:7]([C:8]([O:10][CH2:11][CH3:12])=[O:9])=[C:6]([CH3:13])[N:5]=[CH:4][N:3]=1.[Cl:14][C:15]1[CH:21]=[C:20]([O:22][CH3:23])[C:19]([O:24][CH2:25][C:26]2[C:31]([O:32][CH3:33])=[CH:30][CH:29]=[C:28]([F:34])[C:27]=2[F:35])=[CH:18][C:16]=1[NH2:17].C(N(CC)C(C)C)(C)C.O. (5) Given the product [OH:30][C@H:29]([C:28]1[C:20]([CH3:19])=[C:21]2[C:25](=[CH:26][CH:27]=1)[C:24](=[O:32])[O:23][CH2:22]2)[CH2:31][N:8]1[CH2:7][CH2:6][C:5]2([CH2:1][N:2]([C:11]3[CH:12]=[N:13][CH:14]=[C:15]([CH:18]=3)[C:16]#[N:17])[CH2:3][CH2:4]2)[CH2:10][CH2:9]1, predict the reactants needed to synthesize it. The reactants are: [CH2:1]1[C:5]2([CH2:10][CH2:9][NH:8][CH2:7][CH2:6]2)[CH2:4][CH2:3][N:2]1[C:11]1[CH:12]=[N:13][CH:14]=[C:15]([CH:18]=1)[C:16]#[N:17].[CH3:19][C:20]1[C:28]([C@@H:29]2[CH2:31][O:30]2)=[CH:27][CH:26]=[C:25]2[C:21]=1[CH2:22][O:23][C:24]2=[O:32]. (6) The reactants are: [F:1][C:2]1[CH:7]=[C:6]([C:8]2[CH:13]=[CH:12][C:11]([F:14])=[CH:10][CH:9]=2)[CH:5]=[C:4]([O:15][CH3:16])[C:3]=1[C:17]1[C:18](=[O:24])[CH2:19][CH2:20][C:21]=1[O:22][CH3:23].C[Si]([N-][Si](C)(C)C)(C)C.[K+].Br[CH2:36][C:37]#[CH:38]. Given the product [F:1][C:2]1[CH:7]=[C:6]([C:8]2[CH:9]=[CH:10][C:11]([F:14])=[CH:12][CH:13]=2)[CH:5]=[C:4]([O:15][CH3:16])[C:3]=1[C:17]1[C:18](=[O:24])[CH:19]([CH2:38][C:37]#[CH:36])[CH2:20][C:21]=1[O:22][CH3:23], predict the reactants needed to synthesize it. (7) Given the product [CH3:26][C:24]1[CH:25]=[C:20]([N:29]([CH3:28])[CH:30]=[O:31])[CH:21]=[C:22]([CH3:27])[CH:23]=1, predict the reactants needed to synthesize it. The reactants are: C(P(=O)C(C)(C)C)(C)(C)C.[O-]P([O-])([O-])=O.[K+].[K+].[K+].I[C:20]1[CH:21]=[C:22]([CH3:27])[CH:23]=[C:24]([CH3:26])[CH:25]=1.[CH3:28][NH:29][CH:30]=[O:31].CCCCCCCCCCCC. (8) Given the product [CH3:25][O:24][C:7]1[CH:6]=[CH:5][C:4]2[N:3]=[C:2]([NH:36][C:33]3[CH:34]=[CH:35][C:30]4[N:29]=[CH:28][N:27]([CH3:26])[C:31]=4[CH:32]=3)[C:11]3=[N:12][NH:13][CH:14]=[C:10]3[C:9]=2[CH:8]=1, predict the reactants needed to synthesize it. The reactants are: Cl[C:2]1[C:11]2=[N:12][N:13](CC3C=CC(OC)=CC=3)[CH:14]=[C:10]2[C:9]2[CH:8]=[C:7]([O:24][CH3:25])[CH:6]=[CH:5][C:4]=2[N:3]=1.[CH3:26][N:27]1[C:31]2[CH:32]=[C:33]([NH2:36])[CH:34]=[CH:35][C:30]=2[N:29]=[CH:28]1.Cl. (9) The reactants are: [O:1]1[C:5]2[CH:6]=[CH:7][CH:8]=[CH:9][C:4]=2[C:3]([CH2:10][OH:11])=[CH:2]1.Cl[C:13]1[N:14]=[C:15]([OH:23])[C:16]2[CH:22]=[CH:21][N:20]=[CH:19][C:17]=2[N:18]=1. Given the product [O:1]1[C:5]2[CH:6]=[CH:7][CH:8]=[CH:9][C:4]=2[C:3]([CH2:10][O:11][C:13]2[N:14]=[C:15]([OH:23])[C:16]3[CH:22]=[CH:21][N:20]=[CH:19][C:17]=3[N:18]=2)=[CH:2]1, predict the reactants needed to synthesize it. (10) Given the product [NH:1]1[C:5]2=[N:6][CH:7]=[CH:8][CH:9]=[C:4]2[C:3]([CH:10]=[C:11]2[O:15][C:14]([NH:16][C:17]3[CH:22]=[CH:21][CH:20]=[CH:19][CH:18]=3)=[C:13]([C:23]([OH:25])=[O:24])[C:12]2=[O:28])=[CH:2]1, predict the reactants needed to synthesize it. The reactants are: [NH:1]1[C:5]2=[N:6][CH:7]=[CH:8][CH:9]=[C:4]2[C:3]([CH:10]=[C:11]2[O:15][C:14]([NH:16][C:17]3[CH:22]=[CH:21][CH:20]=[CH:19][CH:18]=3)=[C:13]([C:23]([O:25]CC)=[O:24])[C:12]2=[O:28])=[CH:2]1.[OH-].[K+].Cl.